Dataset: Forward reaction prediction with 1.9M reactions from USPTO patents (1976-2016). Task: Predict the product of the given reaction. (1) Given the reactants [CH2:1]([S:8][C:9]1[CH:10]=[C:11]2[C:16](=[CH:17][CH:18]=1)[C:15](=[O:19])[NH:14][CH:13]=[C:12]2Br)[C:2]1[CH:7]=[CH:6][CH:5]=[CH:4][CH:3]=1.[Cu][C:22]#[N:23].CN1C(=O)CCC1, predict the reaction product. The product is: [CH2:1]([S:8][C:9]1[CH:10]=[C:11]2[C:16](=[CH:17][CH:18]=1)[C:15](=[O:19])[NH:14][CH:13]=[C:12]2[C:22]#[N:23])[C:2]1[CH:7]=[CH:6][CH:5]=[CH:4][CH:3]=1. (2) Given the reactants [F:1][C:2]1[CH:3]=[C:4]([N:13]=C(C2C=CC=CC=2)C2C=CC=CC=2)[CH:5]=[C:6]2[C:10]=1[C:9]([CH3:12])([CH3:11])[CH2:8][CH2:7]2.Cl.[OH-].[Na+], predict the reaction product. The product is: [F:1][C:2]1[CH:3]=[C:4]([NH2:13])[CH:5]=[C:6]2[C:10]=1[C:9]([CH3:11])([CH3:12])[CH2:8][CH2:7]2. (3) Given the reactants [NH2:1][C:2]1[C:7]([NH2:8])=[C:6]([NH:9][C@@H:10]2[C@@H:15]3[CH2:16][C@@H:12]([CH:13]=[CH:14]3)[C@@H:11]2[C:17]([NH2:19])=[O:18])[C:5]([Br:20])=[CH:4][N:3]=1.[Cl:21][C:22]1[CH:29]=[CH:28][CH:27]=[CH:26][C:23]=1[CH:24]=O.C([O-])(=O)C.[NH4+], predict the reaction product. The product is: [Br:20][C:5]1[C:6]([NH:9][C@@H:10]2[C@@H:15]3[CH2:16][C@@H:12]([CH:13]=[CH:14]3)[C@@H:11]2[C:17]([NH2:19])=[O:18])=[C:7]2[N:8]=[C:24]([C:23]3[CH:26]=[CH:27][CH:28]=[CH:29][C:22]=3[Cl:21])[NH:1][C:2]2=[N:3][CH:4]=1. (4) Given the reactants [Br:1][C:2]1[CH:3]=[N:4][C:5]([C:8]([OH:10])=[O:9])=[N:6][CH:7]=1.[CH3:11]CN(CC)CC.S(Cl)(Cl)(=O)=O, predict the reaction product. The product is: [CH3:11][O:9][C:8]([C:5]1[N:6]=[CH:7][C:2]([Br:1])=[CH:3][N:4]=1)=[O:10]. (5) Given the reactants [Cl-].C[Zn+].Cl[C:5]1[CH:10]=[C:9]([O:11][CH3:12])[CH:8]=[CH:7][N:6]=1.[CH2:13](N(CC(O)=O)CC(O)=O)CN(CC(O)=O)CC(O)=O.C([O-])([O-])=O.[K+].[K+], predict the reaction product. The product is: [CH3:12][O:11][C:9]1[CH:8]=[CH:7][N:6]=[C:5]([CH3:13])[CH:10]=1.